Dataset: Forward reaction prediction with 1.9M reactions from USPTO patents (1976-2016). Task: Predict the product of the given reaction. (1) Given the reactants [NH2:1][OH:2].Cl.[CH:4]12[CH2:13][CH:8]3[CH2:9][CH:10]([CH2:12][CH:6]([CH2:7]3)[CH:5]1[NH:14][C:15](=[O:28])[C@H:16]1[CH2:20][C:19](=O)[CH2:18][N:17]1[CH2:22][CH:23]1[CH2:27][CH2:26][CH2:25][CH2:24]1)[CH2:11]2.C([O-])([O-])=O.[K+].[K+], predict the reaction product. The product is: [CH:4]12[CH2:13][CH:8]3[CH2:9][CH:10]([CH2:12][CH:6]([CH2:7]3)[CH:5]1[NH:14][C:15](=[O:28])[C@H:16]1[CH2:20][C:19](=[N:1][OH:2])[CH2:18][N:17]1[CH2:22][CH:23]1[CH2:27][CH2:26][CH2:25][CH2:24]1)[CH2:11]2. (2) Given the reactants C(OC([N:8]1[CH2:13][CH2:12][N:11]([C:14]2[N:19]=[C:18]([N:20]([CH3:22])[CH3:21])[N:17]=[CH:16][N:15]=2)[CH2:10][CH2:9]1)=O)(C)(C)C.FC(F)(F)C(O)=O.[OH-].[Na+], predict the reaction product. The product is: [CH3:21][N:20]([CH3:22])[C:18]1[N:19]=[C:14]([N:11]2[CH2:12][CH2:13][NH:8][CH2:9][CH2:10]2)[N:15]=[CH:16][N:17]=1. (3) Given the reactants [NH2:1][C:2]1[CH:7]=[CH:6][C:5]([C:8]2([C:13]([O:15][CH2:16][CH3:17])=[O:14])[CH2:12][CH2:11][CH2:10][CH2:9]2)=[CH:4][C:3]=1[O:18][CH2:19][C:20]([F:23])([F:22])[F:21].C1C(=O)N([Cl:31])C(=O)C1, predict the reaction product. The product is: [NH2:1][C:2]1[C:3]([O:18][CH2:19][C:20]([F:21])([F:22])[F:23])=[CH:4][C:5]([C:8]2([C:13]([O:15][CH2:16][CH3:17])=[O:14])[CH2:12][CH2:11][CH2:10][CH2:9]2)=[CH:6][C:7]=1[Cl:31]. (4) Given the reactants Cl[CH2:2][C:3]([N:5]1[CH2:10][CH2:9][CH:8]([NH:11][S:12]([C:15]2[CH:20]=[C:19]([S:21]([C:24]3[CH:29]=[CH:28][CH:27]=[CH:26][CH:25]=3)(=[O:23])=[O:22])[CH:18]=[CH:17][C:16]=2[C:30]([F:33])([F:32])[F:31])(=[O:14])=[O:13])[CH2:7][CH2:6]1)=[O:4].[CH3:34][NH2:35], predict the reaction product. The product is: [CH3:34][NH:35][CH2:2][C:3]([N:5]1[CH2:10][CH2:9][CH:8]([NH:11][S:12]([C:15]2[CH:20]=[C:19]([S:21]([C:24]3[CH:29]=[CH:28][CH:27]=[CH:26][CH:25]=3)(=[O:23])=[O:22])[CH:18]=[CH:17][C:16]=2[C:30]([F:33])([F:32])[F:31])(=[O:14])=[O:13])[CH2:7][CH2:6]1)=[O:4]. (5) Given the reactants Cl.C(OC([N:9]1[C@H:14]([CH2:15][NH:16][C:17]2[N:22]=[CH:21][C:20]([Br:23])=[CH:19][N:18]=2)[C@@H:13]2[CH2:24][C@H:10]1[CH2:11][CH2:12]2)=O)(C)(C)C, predict the reaction product. The product is: [C@H:10]12[CH2:24][C@H:13]([CH2:12][CH2:11]1)[C@@H:14]([CH2:15][NH:16][C:17]1[N:22]=[CH:21][C:20]([Br:23])=[CH:19][N:18]=1)[NH:9]2. (6) Given the reactants C(=O)([O-])[O-].[K+].[K+].Br[CH2:8][C@@H:9]([OH:20])[CH2:10][NH:11][C:12]([C:14]1[S:15][C:16]([Cl:19])=[CH:17][CH:18]=1)=[O:13], predict the reaction product. The product is: [Cl:19][C:16]1[S:15][C:14]([C:12]([NH:11][CH2:10][C@H:9]2[CH2:8][O:20]2)=[O:13])=[CH:18][CH:17]=1.